From a dataset of Full USPTO retrosynthesis dataset with 1.9M reactions from patents (1976-2016). Predict the reactants needed to synthesize the given product. (1) Given the product [C:1]([CH:5]1[CH2:9][N:8]([CH2:56][C:57]([F:60])([F:59])[F:58])[CH2:7][CH:6]1[N:10]1[CH2:19][C:18]2[C:13](=[CH:14][C:15]3[N:22]([C:23]([C:24]4[CH:29]=[CH:28][CH:27]=[CH:26][CH:25]=4)([C:36]4[CH:37]=[CH:38][CH:39]=[CH:40][CH:41]=4)[C:30]4[CH:35]=[CH:34][CH:33]=[CH:32][CH:31]=4)[N:21]=[C:20]([C:42]4[CH:47]=[CH:46][N:45]=[C:44]([CH3:48])[CH:43]=4)[C:16]=3[CH:17]=2)[NH:12][C:11]1=[O:49])([CH3:4])([CH3:3])[CH3:2], predict the reactants needed to synthesize it. The reactants are: [C:1]([CH:5]1[CH2:9][NH:8][CH2:7][CH:6]1[N:10]1[CH2:19][C:18]2[C:13](=[CH:14][C:15]3[N:22]([C:23]([C:36]4[CH:41]=[CH:40][CH:39]=[CH:38][CH:37]=4)([C:30]4[CH:35]=[CH:34][CH:33]=[CH:32][CH:31]=4)[C:24]4[CH:29]=[CH:28][CH:27]=[CH:26][CH:25]=4)[N:21]=[C:20]([C:42]4[CH:47]=[CH:46][N:45]=[C:44]([CH3:48])[CH:43]=4)[C:16]=3[CH:17]=2)[NH:12][C:11]1=[O:49])([CH3:4])([CH3:3])[CH3:2].FC(F)(F)S(O[CH2:56][C:57]([F:60])([F:59])[F:58])(=O)=O.C(N(C(C)C)C(C)C)C. (2) Given the product [N:38]1([CH2:1][C:3]2[CH:4]=[C:5]([C:9]3[CH:10]=[C:11]4[C:15](=[C:16]([C:18]([NH2:20])=[O:19])[CH:17]=3)[NH:14][CH:13]=[C:12]4[CH:21]3[CH2:22][CH2:23][N:24]([S:27]([CH2:30][CH2:31][CH2:32][N:33]4[CH2:34][CH2:35][CH2:36][CH2:37]4)(=[O:28])=[O:29])[CH2:25][CH2:26]3)[CH:6]=[CH:7][CH:8]=2)[CH2:42][CH2:41][CH2:40][CH2:39]1, predict the reactants needed to synthesize it. The reactants are: [CH:1]([C:3]1[CH:4]=[C:5]([C:9]2[CH:10]=[C:11]3[C:15](=[C:16]([C:18]([NH2:20])=[O:19])[CH:17]=2)[NH:14][CH:13]=[C:12]3[CH:21]2[CH2:26][CH2:25][N:24]([S:27]([CH2:30][CH2:31][CH2:32][N:33]3[CH2:37][CH2:36][CH2:35][CH2:34]3)(=[O:29])=[O:28])[CH2:23][CH2:22]2)[CH:6]=[CH:7][CH:8]=1)=O.[NH:38]1[CH2:42][CH2:41][CH2:40][CH2:39]1.[BH4-].[Na+]. (3) Given the product [F:8][C:9]1[CH:22]=[C:21]([C:23]2[CH:28]=[N:27][CH:26]=[C:25]([N:29]3[CH2:35][CH2:34][CH2:33][N:32]([CH3:36])[CH2:31][CH2:30]3)[N:24]=2)[CH:20]=[CH:19][C:10]=1[CH:11]=[C:12]1[S:16][C:15](=[O:17])[NH:14][C:13]1=[O:18], predict the reactants needed to synthesize it. The reactants are: S1CC(=O)NC1=O.[F:8][C:9]1[CH:22]=[C:21]([C:23]2[CH:28]=[N:27][CH:26]=[C:25]([N:29]3[CH2:35][CH2:34][CH2:33][N:32]([CH3:36])[CH2:31][CH2:30]3)[N:24]=2)[CH:20]=[CH:19][C:10]=1/[CH:11]=[C:12]1/[C:13](=[O:18])[NH:14][C:15](=[O:17])[S:16]/1. (4) Given the product [CH3:1][O:2][C:3]1[CH:4]=[CH:5][C:6]2[O:11][CH2:10][CH2:9][NH:8][C:7]=2[CH:15]=1, predict the reactants needed to synthesize it. The reactants are: [CH3:1][O:2][C:3]1[CH:4]=[CH:5][C:6]2[O:11][CH2:10][CH2:9][N:8](C(=O)C)[C:7]=2[CH:15]=1.O.[OH-].[K+]. (5) The reactants are: [CH3:1][O:2][C:3]1[N:13]=[CH:12][C:11]2[S:10][CH2:9][CH2:8][N:7]([CH2:14][C:15]3[CH:24]=[CH:23][CH:22]=[CH:21][C:16]=3[C:17]([O:19]C)=[O:18])[CH2:6][C:5]=2[CH:4]=1.CO.C1COCC1.[OH-].[Li+]. Given the product [CH3:1][O:2][C:3]1[N:13]=[CH:12][C:11]2[S:10][CH2:9][CH2:8][N:7]([CH2:14][C:15]3[CH:24]=[CH:23][CH:22]=[CH:21][C:16]=3[C:17]([OH:19])=[O:18])[CH2:6][C:5]=2[CH:4]=1, predict the reactants needed to synthesize it. (6) The reactants are: [F:1][CH2:2][CH2:3][O:4][C:5]1[C:14]([C:15]([O:17]C)=[O:16])=[C:13]2[C:8]([CH:9]=[CH:10][CH:11]=[N:12]2)=[CH:7][CH:6]=1.O.[Li+].[OH-].Cl. Given the product [F:1][CH2:2][CH2:3][O:4][C:5]1[C:14]([C:15]([OH:17])=[O:16])=[C:13]2[C:8]([CH:9]=[CH:10][CH:11]=[N:12]2)=[CH:7][CH:6]=1, predict the reactants needed to synthesize it.